This data is from NCI-60 drug combinations with 297,098 pairs across 59 cell lines. The task is: Regression. Given two drug SMILES strings and cell line genomic features, predict the synergy score measuring deviation from expected non-interaction effect. (1) Drug 1: C1CC(=O)NC(=O)C1N2C(=O)C3=CC=CC=C3C2=O. Drug 2: CC1C(C(CC(O1)OC2CC(CC3=C2C(=C4C(=C3O)C(=O)C5=CC=CC=C5C4=O)O)(C(=O)C)O)N)O. Cell line: OVCAR-8. Synergy scores: CSS=38.7, Synergy_ZIP=3.91, Synergy_Bliss=5.54, Synergy_Loewe=-38.5, Synergy_HSA=4.88. (2) Drug 1: CS(=O)(=O)C1=CC(=C(C=C1)C(=O)NC2=CC(=C(C=C2)Cl)C3=CC=CC=N3)Cl. Drug 2: C1C(C(OC1N2C=NC3=C(N=C(N=C32)Cl)N)CO)O. Cell line: CCRF-CEM. Synergy scores: CSS=65.9, Synergy_ZIP=-2.22, Synergy_Bliss=-2.47, Synergy_Loewe=-31.4, Synergy_HSA=-2.09. (3) Drug 1: CN(C)C1=NC(=NC(=N1)N(C)C)N(C)C. Drug 2: C1=NC2=C(N=C(N=C2N1C3C(C(C(O3)CO)O)F)Cl)N. Cell line: 786-0. Synergy scores: CSS=8.08, Synergy_ZIP=-3.09, Synergy_Bliss=-8.02, Synergy_Loewe=-54.4, Synergy_HSA=-10.0. (4) Drug 1: CCC1=CC2CC(C3=C(CN(C2)C1)C4=CC=CC=C4N3)(C5=C(C=C6C(=C5)C78CCN9C7C(C=CC9)(C(C(C8N6C)(C(=O)OC)O)OC(=O)C)CC)OC)C(=O)OC.C(C(C(=O)O)O)(C(=O)O)O. Cell line: NCI-H322M. Drug 2: C1C(C(OC1N2C=NC(=NC2=O)N)CO)O. Synergy scores: CSS=19.5, Synergy_ZIP=-3.96, Synergy_Bliss=-1.08, Synergy_Loewe=0.383, Synergy_HSA=1.20. (5) Drug 1: C1C(C(OC1N2C=C(C(=O)NC2=O)F)CO)O. Drug 2: CC1=C(C(=CC=C1)Cl)NC(=O)C2=CN=C(S2)NC3=CC(=NC(=N3)C)N4CCN(CC4)CCO. Cell line: CAKI-1. Synergy scores: CSS=3.44, Synergy_ZIP=-0.982, Synergy_Bliss=-0.775, Synergy_Loewe=-1.87, Synergy_HSA=-1.01. (6) Drug 1: CC1C(C(=O)NC(C(=O)N2CCCC2C(=O)N(CC(=O)N(C(C(=O)O1)C(C)C)C)C)C(C)C)NC(=O)C3=C4C(=C(C=C3)C)OC5=C(C(=O)C(=C(C5=N4)C(=O)NC6C(OC(=O)C(N(C(=O)CN(C(=O)C7CCCN7C(=O)C(NC6=O)C(C)C)C)C)C(C)C)C)N)C. Drug 2: CS(=O)(=O)CCNCC1=CC=C(O1)C2=CC3=C(C=C2)N=CN=C3NC4=CC(=C(C=C4)OCC5=CC(=CC=C5)F)Cl. Cell line: HT29. Synergy scores: CSS=15.9, Synergy_ZIP=19.9, Synergy_Bliss=25.2, Synergy_Loewe=9.27, Synergy_HSA=9.95.